Predict the reactants needed to synthesize the given product. From a dataset of Retrosynthesis with 50K atom-mapped reactions and 10 reaction types from USPTO. (1) The reactants are: CC(C)(C)OC(=O)N1C[C@@H](O[Si](C)(C)C(C)(C)C)C[C@@H]1COCc1ccccc1. Given the product CC(C)(C)OC(=O)N1C[C@@H](O)C[C@@H]1COCc1ccccc1, predict the reactants needed to synthesize it. (2) The reactants are: Fc1ccc2nccc(Cl)c2c1.OC[C@H](Cc1ccc(O)cc1)N(Cc1ccccc1)C[C@H](O)COc1ccccc1. Given the product OC[C@H](Cc1ccc(Oc2ccnc3ccc(F)cc23)cc1)N(Cc1ccccc1)C[C@H](O)COc1ccccc1, predict the reactants needed to synthesize it.